From a dataset of Peptide-MHC class I binding affinity with 185,985 pairs from IEDB/IMGT. Regression. Given a peptide amino acid sequence and an MHC pseudo amino acid sequence, predict their binding affinity value. This is MHC class I binding data. (1) The peptide sequence is ISDSAQNMM. The MHC is HLA-C08:02 with pseudo-sequence HLA-C08:02. The binding affinity (normalized) is 1.00. (2) The peptide sequence is YLRQRQAAL. The MHC is HLA-B07:02 with pseudo-sequence HLA-B07:02. The binding affinity (normalized) is 0.854. (3) The peptide sequence is KTKHLCRLI. The MHC is HLA-B27:05 with pseudo-sequence HLA-B27:05. The binding affinity (normalized) is 0.201. (4) The peptide sequence is GEMWAQDAA. The MHC is HLA-A11:01 with pseudo-sequence HLA-A11:01. The binding affinity (normalized) is 0.